From a dataset of Reaction yield outcomes from USPTO patents with 853,638 reactions. Predict the reaction yield, written as a fraction of the theoretical maximum amount of product (1.0 means a 100% yield; for example, 0.34 means a 34% yield). (1) The reactants are [C:1]([O:4][CH:5]1[CH2:10][CH2:9][N:8]([C:11]2[CH:16]=[CH:15][C:14](Br)=[CH:13]N=2)[CH2:7][CH2:6]1)(=[O:3])[CH3:2].[B:18]1([B:18]2[O:22][C:21]([CH3:24])([CH3:23])[C:20]([CH3:26])([CH3:25])[O:19]2)[O:22][C:21]([CH3:24])([CH3:23])[C:20]([CH3:26])([CH3:25])[O:19]1.[CH3:36]C([O-])=O.[K+]. The catalyst is CN(C=O)C. The product is [C:1]([O:4][CH:5]1[CH2:10][CH2:9][N:8]([C:11]2[CH:36]=[CH:13][C:14]([B:18]3[O:22][C:21]([CH3:24])([CH3:23])[C:20]([CH3:26])([CH3:25])[O:19]3)=[CH:15][CH:16]=2)[CH2:7][CH2:6]1)(=[O:3])[CH3:2]. The yield is 0.540. (2) The reactants are [F:1][C:2]1[CH:3]=[C:4]([CH:13]([CH3:17])[C:14]([OH:16])=O)[CH:5]=[CH:6][C:7]=1[CH2:8][S:9]([CH3:12])(=[O:11])=[O:10].[C:18]([C:22]1[CH:26]=[C:25]([CH2:27][NH2:28])[N:24]([C:29]2[CH:34]=[CH:33][CH:32]=[C:31]([Cl:35])[CH:30]=2)[N:23]=1)([CH3:21])([CH3:20])[CH3:19].F[B-](F)(F)F.N1(OC(N(C)C)=[N+](C)C)C2C=CC=CC=2N=N1.ON1C2C=CC=CC=2N=N1.C(N(C(C)C)C(C)C)C. The catalyst is C1COCC1. The product is [C:18]([C:22]1[CH:26]=[C:25]([CH2:27][NH:28][C:14](=[O:16])[CH:13]([C:4]2[CH:5]=[CH:6][C:7]([CH2:8][S:9]([CH3:12])(=[O:10])=[O:11])=[C:2]([F:1])[CH:3]=2)[CH3:17])[N:24]([C:29]2[CH:34]=[CH:33][CH:32]=[C:31]([Cl:35])[CH:30]=2)[N:23]=1)([CH3:21])([CH3:19])[CH3:20]. The yield is 0.800. (3) The reactants are [CH:1]([CH:4]1[C:9](=O)[NH:8][CH2:7][CH2:6][N:5]1[C:11]([O:13][C:14]([CH3:17])([CH3:16])[CH3:15])=[O:12])([CH3:3])[CH3:2].Br[C:19]1[CH:25]=[C:24]([S:26]([CH3:29])(=[O:28])=[O:27])[CH:23]=[CH:22][C:20]=1[NH2:21].CN[C@@H]1CCCC[C@@H]1NC. The catalyst is CN1C(=O)CCC1.O. The product is [CH:1]([CH:4]1[N:5]([C:11]([O:13][C:14]([CH3:17])([CH3:16])[CH3:15])=[O:12])[CH2:6][CH2:7][N:8]2[C:19]3[CH:25]=[C:24]([S:26]([CH3:29])(=[O:27])=[O:28])[CH:23]=[CH:22][C:20]=3[N:21]=[C:9]12)([CH3:3])[CH3:2]. The yield is 0.340. (4) The reactants are [NH2:1][C:2]1[C:3](Cl)=[C:4]([NH:9][S:10]([CH2:13][CH2:14][CH3:15])(=[O:12])=[O:11])[CH:5]=[CH:6][C:7]=1[F:8]. The catalyst is CO. The product is [NH2:1][C:2]1[CH:3]=[C:4]([NH:9][S:10]([CH2:13][CH2:14][CH3:15])(=[O:12])=[O:11])[CH:5]=[CH:6][C:7]=1[F:8]. The yield is 0.830. (5) The reactants are [S-:1][C:2]#[N:3].[K+].[C:5]([O:9][C:10](=[O:28])[NH:11][C:12]1[CH:17]=[C:16]([O:18][C:19]2[CH:24]=[CH:23][C:22]([NH2:25])=[CH:21][N:20]=2)[C:15]([Cl:26])=[CH:14][C:13]=1[F:27])([CH3:8])([CH3:7])[CH3:6].BrBr. The catalyst is C(O)(=O)C. The product is [C:5]([O:9][C:10](=[O:28])[NH:11][C:12]1[CH:17]=[C:16]([O:18][C:19]2[N:20]=[C:21]3[S:1][C:2]([NH2:3])=[N:25][C:22]3=[CH:23][CH:24]=2)[C:15]([Cl:26])=[CH:14][C:13]=1[F:27])([CH3:8])([CH3:6])[CH3:7]. The yield is 0.970. (6) The reactants are COC(C1C=C(O)C2C(=C(OCC3C=CC=CC=3)C=C(C#CCOCC3C=CC=CC=3)C=2)N=1)=O.[CH3:35][O:36][C:37]([C:39]1[CH:48]=[C:47]([OH:49])[C:46]2[C:41](=[C:42]([O:61]CC3C=CC=CC=3)[C:43]([C:50]#[C:51][CH2:52][NH:53][C:54]([O:56][C:57]([CH3:60])([CH3:59])[CH3:58])=[O:55])=[CH:44][CH:45]=2)[N:40]=1)=[O:38]. No catalyst specified. The product is [CH3:35][O:36][C:37]([C:39]1[CH:48]=[C:47]([OH:49])[C:46]2[C:41](=[C:42]([OH:61])[C:43]([CH2:50][CH2:51][CH2:52][NH:53][C:54]([O:56][C:57]([CH3:59])([CH3:58])[CH3:60])=[O:55])=[CH:44][CH:45]=2)[N:40]=1)=[O:38]. The yield is 0.950. (7) The reactants are [CH3:1][N:2]1[C@@H:7]2[CH2:8][C:9]([CH2:11][C@H:3]1[CH2:4][CH2:5][CH2:6]2)=O.[NH:12]1[CH2:16][CH2:15][CH2:14][CH2:13]1. The catalyst is C1(C)C=CC=CC=1.Cl[Ti](Cl)(Cl)Cl. The product is [CH3:1][N:2]1[CH:3]2[CH2:4][CH2:5][CH2:6][CH:7]1[CH2:8][C:9]([N:12]1[CH2:16][CH2:15][CH2:14][CH2:13]1)=[CH:11]2. The yield is 1.00. (8) The reactants are [O:1]1[CH2:6][CH2:5][N:4]([S:7]([C:10]2[CH:11]=[CH:12][C:13]3[C:14]4[N:22]=[C:21]([C:23]5[CH:28]=[CH:27][CH:26]=[CH:25][CH:24]=5)[CH:20]=[C:19]([C:29]([O:31]C)=O)[C:15]=4[NH:16][C:17]=3[CH:18]=2)(=[O:9])=[O:8])[CH2:3][CH2:2]1.[NH3:33]. The catalyst is CO. The product is [O:1]1[CH2:6][CH2:5][N:4]([S:7]([C:10]2[CH:11]=[CH:12][C:13]3[C:14]4[N:22]=[C:21]([C:23]5[CH:28]=[CH:27][CH:26]=[CH:25][CH:24]=5)[CH:20]=[C:19]([C:29]([NH2:33])=[O:31])[C:15]=4[NH:16][C:17]=3[CH:18]=2)(=[O:8])=[O:9])[CH2:3][CH2:2]1. The yield is 0.620. (9) The product is [C:35]([N:1]1[CH2:2][CH2:3][CH:4]([C:7]2[N:15]3[C:10]([C:11]([NH2:16])=[N:12][CH:13]=[N:14]3)=[C:9]([C:17]3[CH:18]=[CH:19][C:20]4[C:24]([CH:25]=3)=[N:23][N:22]([CH2:26][C:27]3[CH:28]=[N:29][CH:30]=[CH:31][CH:32]=3)[CH:21]=4)[CH:8]=2)[CH2:5][CH2:6]1)(=[O:36])[CH3:34]. The yield is 0.400. The reactants are [NH:1]1[CH2:6][CH2:5][CH:4]([C:7]2[N:15]3[C:10]([C:11]([NH2:16])=[N:12][CH:13]=[N:14]3)=[C:9]([C:17]3[CH:18]=[CH:19][C:20]4[C:24]([CH:25]=3)=[N:23][N:22]([CH2:26][C:27]3[CH:28]=[N:29][CH:30]=[CH:31][CH:32]=3)[CH:21]=4)[CH:8]=2)[CH2:3][CH2:2]1.Cl[CH2:34][C:35](N(C)C)=[O:36]. No catalyst specified.